Dataset: Reaction yield outcomes from USPTO patents with 853,638 reactions. Task: Predict the reaction yield, written as a fraction of the theoretical maximum amount of product (1.0 means a 100% yield; for example, 0.34 means a 34% yield). (1) The reactants are [NH2:1][C:2]1[C:3]([Cl:13])=[C:4]([CH:10]=[CH:11][CH:12]=1)[C:5]([O:7][CH2:8][CH3:9])=[O:6].N1C=CC=CC=1.[CH3:20][S:21](Cl)(=[O:23])=[O:22]. The catalyst is C(Cl)Cl. The product is [Cl:13][C:3]1[C:2]([NH:1][S:21]([CH3:20])(=[O:23])=[O:22])=[CH:12][CH:11]=[CH:10][C:4]=1[C:5]([O:7][CH2:8][CH3:9])=[O:6]. The yield is 0.749. (2) The reactants are [F:1][C:2]1([F:33])[CH2:7][CH2:6][N:5]([C:8]([C:10]2[NH:11][C:12]3[C:17]([CH:18]=2)=[CH:16][C:15]([C:19]([N:21]2[CH2:26][CH2:25][CH:24]([N:27]4[CH2:32][CH2:31][O:30][CH2:29][CH2:28]4)[CH2:23][CH2:22]2)=[O:20])=[CH:14][CH:13]=3)=[O:9])[CH2:4][CH2:3]1.[H-].[Na+].[CH:36]1([CH2:39]Br)[CH2:38][CH2:37]1. The catalyst is CN(C)C=O. The product is [CH:36]1([CH2:39][N:11]2[C:12]3[C:17](=[CH:16][C:15]([C:19]([N:21]4[CH2:26][CH2:25][CH:24]([N:27]5[CH2:28][CH2:29][O:30][CH2:31][CH2:32]5)[CH2:23][CH2:22]4)=[O:20])=[CH:14][CH:13]=3)[CH:18]=[C:10]2[C:8]([N:5]2[CH2:4][CH2:3][C:2]([F:1])([F:33])[CH2:7][CH2:6]2)=[O:9])[CH2:38][CH2:37]1. The yield is 0.160. (3) The catalyst is C1COCC1. The reactants are [F:1][C:2]([F:29])([C:22]1[CH:27]=[CH:26][C:25]([F:28])=[CH:24][CH:23]=1)[C:3]1[N:4]=[C:5]([NH:15][C:16]2[CH:20]=[C:19]([CH3:21])[NH:18][N:17]=2)[C:6]2[S:11][C:10](S(C)=O)=[N:9][C:7]=2[N:8]=1.C([Mg]Cl)C1C=CC=CC=1.C1COCC1. The product is [F:29][C:2]([F:1])([C:22]1[CH:27]=[CH:26][C:25]([F:28])=[CH:24][CH:23]=1)[C:3]1[N:4]=[C:5]([NH:15][C:16]2[CH:20]=[C:19]([CH3:21])[NH:18][N:17]=2)[C:6]2[S:11][CH:10]=[N:9][C:7]=2[N:8]=1. The yield is 0.0700. (4) The reactants are [CH3:1][O:2][C:3]1[CH:11]=[CH:10][C:6]([CH2:7][CH2:8][NH2:9])=[CH:5][CH:4]=1.[F:12][C:13]([F:24])([F:23])[C:14](O[C:14](=[O:15])[C:13]([F:24])([F:23])[F:12])=[O:15].[NH4+].[Cl-]. The catalyst is C(Cl)Cl. The product is [F:12][C:13]([F:24])([F:23])[C:14]([NH:9][CH2:8][CH2:7][C:6]1[CH:10]=[CH:11][C:3]([O:2][CH3:1])=[CH:4][CH:5]=1)=[O:15]. The yield is 0.580. (5) The reactants are [F:1][C:2]1[CH:9]=[C:6]([CH:7]=[O:8])[C:5]([OH:10])=[CH:4][CH:3]=1.C(=O)([O-])[O-].[K+].[K+].CN(C=O)C.[CH2:22](Br)[CH:23]=[CH2:24]. The yield is 0.902. The catalyst is O. The product is [CH2:24]([O:10][C:5]1[CH:4]=[CH:3][C:2]([F:1])=[CH:9][C:6]=1[CH:7]=[O:8])[CH:23]=[CH2:22].